Predict which catalyst facilitates the given reaction. From a dataset of Catalyst prediction with 721,799 reactions and 888 catalyst types from USPTO. Reactant: [Si:1](Cl)([C:4]([CH3:7])([CH3:6])[CH3:5])([CH3:3])[CH3:2].N1C=CN=C1.[NH2:14][C:15]1[CH:20]=[CH:19][C:18]([N:21]2[CH2:26][CH2:25][CH2:24][CH:23]([OH:27])[C:22]2=[O:28])=[CH:17][C:16]=1[F:29]. Product: [NH2:14][C:15]1[CH:20]=[CH:19][C:18]([N:21]2[CH2:26][CH2:25][CH2:24][CH:23]([O:27][Si:1]([C:4]([CH3:7])([CH3:6])[CH3:5])([CH3:3])[CH3:2])[C:22]2=[O:28])=[CH:17][C:16]=1[F:29]. The catalyst class is: 3.